From a dataset of Catalyst prediction with 721,799 reactions and 888 catalyst types from USPTO. Predict which catalyst facilitates the given reaction. (1) Reactant: [Cl:1][C:2]1[CH:39]=[CH:38][CH:37]=[CH:36][C:3]=1[CH2:4][N:5]1[C:13]2[C:12](=[O:14])[N:11]([CH3:15])[C:10](S(C)(=O)=O)=[N:9][C:8]=2[C:7]([C:20]#[N:21])=[C:6]1[N:22]1[CH2:27][CH2:26][CH2:25][C@@H:24]([NH:28][C:29](=[O:35])[O:30][C:31]([CH3:34])([CH3:33])[CH3:32])[CH2:23]1.[OH-:40].[Na+].[Cl-].[NH4+]. Product: [Cl:1][C:2]1[CH:39]=[CH:38][CH:37]=[CH:36][C:3]=1[CH2:4][N:5]1[C:13]2[C:12](=[O:14])[N:11]([CH3:15])[C:10]([OH:40])=[N:9][C:8]=2[C:7]([C:20]#[N:21])=[C:6]1[N:22]1[CH2:27][CH2:26][CH2:25][C@@H:24]([NH:28][C:29](=[O:35])[O:30][C:31]([CH3:34])([CH3:33])[CH3:32])[CH2:23]1. The catalyst class is: 8. (2) Reactant: C[Al](C)C.[CH3:5][NH2:6].C([O:9][C:10]([C:12]1[N:13]=[CH:14][N:15]2[C:20]3[CH:21]=[CH:22][CH:23]=[C:24]([CH2:25][CH2:26][N:27]4[CH2:32][CH2:31][N:30]([C:33]5[CH:42]=[CH:41][CH:40]=[C:39]6[C:34]=5[CH:35]=[CH:36][C:37]([C:43]([F:46])([F:45])[F:44])=[N:38]6)[CH2:29][CH2:28]4)[C:19]=3[O:18][CH2:17][C:16]=12)=O)C.O. Product: [CH3:5][NH:6][C:10]([C:12]1[N:13]=[CH:14][N:15]2[C:20]3[CH:21]=[CH:22][CH:23]=[C:24]([CH2:25][CH2:26][N:27]4[CH2:32][CH2:31][N:30]([C:33]5[CH:42]=[CH:41][CH:40]=[C:39]6[C:34]=5[CH:35]=[CH:36][C:37]([C:43]([F:45])([F:46])[F:44])=[N:38]6)[CH2:29][CH2:28]4)[C:19]=3[O:18][CH2:17][C:16]=12)=[O:9]. The catalyst class is: 2. (3) Reactant: [Cl:1][C:2]1[CH:7]=[CH:6][CH:5]=[CH:4][C:3]=1[C:8](=[O:10])[CH3:9].[C:11](OC)(=[O:16])[C:12]([O:14][CH3:15])=[O:13].[H-].[Na+].Cl. Product: [Cl:1][C:2]1[CH:7]=[CH:6][CH:5]=[CH:4][C:3]=1[C:8](=[O:10])[CH2:9][C:11](=[O:16])[C:12]([O:14][CH3:15])=[O:13]. The catalyst class is: 9.